Dataset: Experimentally validated miRNA-target interactions with 360,000+ pairs, plus equal number of negative samples. Task: Binary Classification. Given a miRNA mature sequence and a target amino acid sequence, predict their likelihood of interaction. (1) The miRNA is mmu-miR-7000-3p with sequence CACCCACCUGCCUGUCCUCCAG. The protein sequence of the target gene is MADVVVGKDKGGEQRLISLPLSRIRVIMKSSPEVSSINQEALVLTAKATELFVQCLATYSYRHGSGKEKKVLTYSDLANTAQQSETFQFLADILPKKILASKYLKMLKEEKREEDEENDNDNESDHDEADS. Result: 0 (no interaction). (2) The miRNA is hsa-miR-5003-5p with sequence UCACAACAACCUUGCAGGGUAGA. The protein sequence of the target gene is MSDSKEPRLQQLGLLEEEQLRGLGFRQTRGYKSLAGCLGHGPLVLQLLSFTLLAGLLVQVSKVPSSISQEQSRQDAIYQNLTQLKAAVGELSEKSKLQEIYQELTQLKAAVGELPEKSKLQEIYQELTRLKAAVGELPEKSKLQEIYQELTWLKAAVGELPEKSKMQEIYQELTRLKAAVGELPEKSKQQEIYQELTRLKAAVGELPEKSKQQEIYQELTRLKAAVGELPEKSKQQEIYQELTQLKAAVERLCHPCPWEWTFFQGNCYFMSNSQRNWHDSITACKEVGAQLVVIKSAEEQ.... Result: 0 (no interaction). (3) The miRNA is rno-miR-494-3p with sequence UGAAACAUACACGGGAAACCUCU. Result: 0 (no interaction). The protein sequence of the target gene is MWKASAGHAVSITQDDGGADDWETDPDFVNDVSEKEQRWGAKTVQGSGHQEHINIHKLRENVFQEHQTLKEKELETGPKASHGYGGKFGVEQDRMDRSAVGHEYQSKLSKHCSQVDSVRGFGGKFGVQMDRVDQSAVGFEYQGKTEKHASQKDYSSGFGGKYGVQADRVDKSAVGFDYQGKTEKHESQKDYSKGFGGKYGIDKDKVDKSAVGFEYQGKTEKHESQKDYVKGFGGKFGVQTDRQDKCALGWDHQEKLQLHESQKDYKTGFGGKFGVQSERQDSSAVGFDYKERLAKHESQQ.... (4) The miRNA is mmu-miR-684 with sequence AGUUUUCCCUUCAAGUCAA. The protein sequence of the target gene is MATSPQKSPLVPKSPTPKSPPSRKKDDSFLGKLGGTLARRKKAKEVSEFQEEGMNAINLPLSPISFELDPEDTLLEENEVRTMVDPNSRNDPKLQELMKVLIDWINDVLVGERIIVKDLAEDLYDGQVLQKLFEKLESEKLNVAEVTQSEIAQKQKLQTVLEKINETLKLPPRSIKWNVDSVHAKNLVAILHLLVALSQYFRAPIRLPDHVSIQVVVVQKREGILQSRQIQEEITGNTEALSGRHERDAFDTLFDHAPDKLNVVKKTLITFVNKHLNKLNLEVTELETQFADGVYLVLLM.... Result: 0 (no interaction). (5) The miRNA is hsa-miR-125a-3p with sequence ACAGGUGAGGUUCUUGGGAGCC. The protein sequence of the target gene is MAKERGLISPSDFAQLQKYMEYSTKKVSDVLKLFEDGEMAKYVQGDAIGYEGFQQFLKIYLEVDNVPRHLSLALFQSFETGHCLNETNVTKDVVCLNDVSCYFSLLEGGRPEDKLEFTFKLYDTDRNGILDSSEVDKIILQMMRVAEYLDWDVSELRPILQEMMKEIDYDGSGSVSQAEWVRAGATTVPLLVLLGLEMTLKDDGQHMWRPKRFPRPVYCNLCESSIGLGKQGLSCNLCKYTVHDQCAMKALPCEVSTYAKSRKDIGVQSHVWVRGGCESGRCDRCQKKIRIYHSLTGLHC.... Result: 0 (no interaction). (6) The miRNA is hsa-miR-4701-5p with sequence UUGGCCACCACACCUACCCCUU. The protein sequence of the target gene is MAEPPSPVHCVAAAAPTATVSEKEPFGKLQLSSRDPPGSLSAKKVRTEEKKAPRRVNGEGGSGGNSRQLQPPAAPSPQSYGSPASWSFAPLSAAPSPSSSRSSFSFSAGTAVPSSASASLSQPVPRKLLVPPTLLHAQPHHLLLPAAAAAASANAKSRRPKEKREKERRRHGLGGAREAGGASREENGEVKPLPRDKIKDKIKERDKEKEREKKKHKVMNEIKKENGEVKILLKSGKEKPKTNIEDLQIKKVKKKKKKKHKENEKRKRPKMYSKSIQTICSGLLTDVEDQAAKGILNDNI.... Result: 1 (interaction). (7) The miRNA is hsa-miR-4999-5p with sequence UGCUGUAUUGUCAGGUAGUGA. The protein sequence of the target gene is MAAESGSDFQQRRRRRRDPEEPEKTELSERELAVAVAVSQENDEENEERWVGPLPVEATLAKKRKVLEFERVYLDNLPSASMYERSYMHRDVITHVVCTKTDFIITASHDGHVKFWKKIEEGIEFVKHFRSHLGVIESIAVSSEGALFCSVGDDKAMKVFDVVNFDMINMLKLGYFPGQCEWIYCPGDAISSVAASEKSTGKIFIYDGRGDNQPLHIFDKLHTSPLTQIRLNPVYKAVVSSDKSGMIEYWTGPPHEYKFPKNVNWEYKTDTDLYEFAKCKAYPTSVCFSPDGKKIATIGS.... Result: 1 (interaction). (8) The miRNA is hsa-miR-4697-3p with sequence UGUCAGUGACUCCUGCCCCUUGGU. Result: 0 (no interaction). The protein sequence of the target gene is MALRHLALLAGLLVGVASKSMENTVTRNSTAVINTQAEGTLSPPGLSSLPVVREWALTHTAQLPECCVDVVGVNASCPGASLCGPGCYRRWNADGSASCVRCGNGTLPAYNGSECRSFAGPGAPFPMNRSSGTPGRPHPGAPRVAASLFLGTFFISSGLILSVAGFFYLKRSSKLPRACYRRNKAPALQPGEAAAMIPPPQSSGNSSCRIPLWGFPSLGQSQGALWVCPQTGLPGSGSRPPLPGSPGDPPTRQGQGRIWLVPPALDLSWIWPAPPARPPLIPVTSMLFPVPETWGLQERR.... (9) The miRNA is mmu-miR-449c-5p with sequence AGGCAGUGCAUUGCUAGCUGG. The protein sequence of the target gene is MSAVGAATPYLHHPGDSHSGRVSFLGAQLPPEVAAMARLLGDLDRSTFRKLLKFVVSSLQGEDCREAVQRLGVSANLPEEQLGALLAGMHTLLQQALRLPPTSLKPDTFRDQLQELCIPQDLVGDLASVVFGSQRPLLDSVAQQQGAWLPHVADFRWRVDVAISTSALARSLQPSVLMQLKLSDGSAYRFEVPTAKFQELRYSVALVLKEMADLEKRCERRLQD. Result: 0 (no interaction). (10) The miRNA is mmu-miR-142a-5p with sequence CAUAAAGUAGAAAGCACUACU. The protein sequence of the target gene is MLLSVPLLLGLLGLAAADPAIYFKEQFLDGDAWTNRWVESKHKSDFGKFVLSSGKFYGDLEKDKGLQTSQDARFYALSAKFEPFSNKGQTLVVQFTVKHEQNIDCGGGYVKLFPSGLDQKDMHGDSEYNIMFGPDICGPGTKKVHVIFNYKGKNVLINKDIRCKDDEFTHLYTLIVRPDNTYEVKIDNSQVESGSLEDDWDFLPPKKIKDPDAAKPEDWDERAKIDDPTDSKPEDWDKPEHIPDPDAKKPEDWDEEMDGEWEPPVIQNPEYKGEWKPRQIDNPDYKGTWIHPEIDNPEYS.... Result: 0 (no interaction).